Task: Predict the product of the given reaction.. Dataset: Forward reaction prediction with 1.9M reactions from USPTO patents (1976-2016) (1) The product is: [Br:18][CH2:19][C:20]1[CH:25]=[CH:24][C:23]([CH2:26][S:13][C:7]2[C:6]3[C:11](=[CH:12][C:3]([C:2]([F:1])([F:14])[F:15])=[CH:4][CH:5]=3)[N:10]=[CH:9][CH:8]=2)=[CH:22][CH:21]=1. Given the reactants [F:1][C:2]([F:15])([F:14])[C:3]1[CH:12]=[C:11]2[C:6]([C:7]([SH:13])=[CH:8][CH:9]=[N:10]2)=[CH:5][CH:4]=1.[H-].[Na+].[Br:18][CH2:19][C:20]1[CH:25]=[CH:24][C:23]([CH2:26]Br)=[CH:22][CH:21]=1.O, predict the reaction product. (2) Given the reactants [CH:1]1([OH:7])[CH2:6][CH2:5][CH2:4][CH2:3][CH2:2]1.CN(C1C=CC=CN=1)C.C(N=C=NCCCN(C)C)C.[CH3:28][C:29]1[N:33]([CH2:34][C:35]([N:37]2[CH2:42][CH2:41][N:40]([C:43]3[S:44][CH:45]=[C:46]([C:48](O)=[O:49])[N:47]=3)[CH2:39][CH2:38]2)=[O:36])[N:32]=[C:31]([C:51]([F:54])([F:53])[F:52])[CH:30]=1, predict the reaction product. The product is: [CH3:28][C:29]1[N:33]([CH2:34][C:35]([N:37]2[CH2:38][CH2:39][N:40]([C:43]3[S:44][CH:45]=[C:46]([C:48]([O:7][CH:1]4[CH2:6][CH2:5][CH2:4][CH2:3][CH2:2]4)=[O:49])[N:47]=3)[CH2:41][CH2:42]2)=[O:36])[N:32]=[C:31]([C:51]([F:54])([F:52])[F:53])[CH:30]=1. (3) Given the reactants [Cl:1][C:2]1[C:10]([S:11][CH3:12])=[C:9]([Cl:13])[CH:8]=[C:7]([F:14])[C:3]=1[C:4](O)=[O:5].C(Cl)(C([Cl:19])=O)=O, predict the reaction product. The product is: [Cl:1][C:2]1[C:10]([S:11][CH3:12])=[C:9]([Cl:13])[CH:8]=[C:7]([F:14])[C:3]=1[C:4]([Cl:19])=[O:5]. (4) Given the reactants C[N:2]([CH:4]=[O:5])C.CS(C)=[O:8].N(CC(OCC)=O)=C=O.[N:19]([CH2:22][CH2:23][NH:24][C:25](=[O:37])[CH2:26][CH2:27][CH2:28][CH2:29][CH2:30][CH2:31][CH2:32][CH2:33][CH2:34][CH2:35][CH3:36])=C=O, predict the reaction product. The product is: [C:4](=[O:5])([OH:8])[NH2:2].[NH2:19][CH2:22][CH2:23][NH:24][C:25](=[O:37])[CH2:26][CH2:27][CH2:28][CH2:29][CH2:30][CH2:31][CH2:32][CH2:33][CH2:34][CH2:35][CH3:36]. (5) Given the reactants CC1C=CC(S(O[CH2:12][CH:13]2[CH2:17][C:16]3[CH:18]=[C:19]([O:30][CH3:31])[CH:20]=[C:21]([C:22]4[CH:27]=[CH:26][CH:25]=[CH:24][C:23]=4[O:28][CH3:29])[C:15]=3[O:14]2)(=O)=O)=CC=1.[C-:32]#[N:33].[Na+], predict the reaction product. The product is: [CH3:31][O:30][C:19]1[CH:20]=[C:21]([C:22]2[CH:27]=[CH:26][CH:25]=[CH:24][C:23]=2[O:28][CH3:29])[C:15]2[O:14][CH:13]([CH2:12][C:32]#[N:33])[CH2:17][C:16]=2[CH:18]=1.